From a dataset of Forward reaction prediction with 1.9M reactions from USPTO patents (1976-2016). Predict the product of the given reaction. Given the reactants [CH3:1][NH:2][C:3]1[CH:12]=[CH:11][C:10]2[C:5](=[C:6]([O:13][CH2:14][CH2:15][OH:16])[CH:7]=[CH:8][CH:9]=2)[N:4]=1.Cl[CH:18]1[CH:23]([N:24]2[CH2:29][CH2:28][NH:27][CH2:26][CH2:25]2)[NH:22][CH2:21][CH2:20][NH:19]1, predict the reaction product. The product is: [CH3:1][NH:2][C:3]1[CH:12]=[CH:11][C:10]2[C:5](=[C:6]([O:13][CH2:14][CH2:15][O:16][C:18]3[C:23]([N:24]4[CH2:25][CH2:26][NH:27][CH2:28][CH2:29]4)=[N:22][CH:21]=[CH:20][N:19]=3)[CH:7]=[CH:8][CH:9]=2)[N:4]=1.